From a dataset of Peptide-MHC class I binding affinity with 185,985 pairs from IEDB/IMGT. Regression. Given a peptide amino acid sequence and an MHC pseudo amino acid sequence, predict their binding affinity value. This is MHC class I binding data. The peptide sequence is AIDRQVSVK. The MHC is HLA-A03:01 with pseudo-sequence HLA-A03:01. The binding affinity (normalized) is 0.540.